From a dataset of Reaction yield outcomes from USPTO patents with 853,638 reactions. Predict the reaction yield, written as a fraction of the theoretical maximum amount of product (1.0 means a 100% yield; for example, 0.34 means a 34% yield). The yield is 0.660. The reactants are [CH:1]1[C:10]2[C:5](=[CH:6][CH:7]=[CH:8][CH:9]=2)[CH:4]=[CH:3][C:2]=1[S:11]([N:14]1[CH2:18][CH:17]2[CH2:19][N:20]([C:22]3[N:27]=[CH:26][C:25]([C:28]([OH:30])=O)=[CH:24][N:23]=3)[CH2:21][CH:16]2[CH2:15]1)(=[O:13])=[O:12].CCN=C=N[CH2:36][CH2:37][CH2:38]N(C)C.Cl.C1C=CC2[N:51]([OH:52])N=NC=2C=1.CCN([CH:59]([CH3:61])C)C(C)C.CN([CH:65]=[O:66])C. The product is [CH2:65]([O:66][CH:59]([O:52][NH:51][C:28]([C:25]1[CH:26]=[N:27][C:22]([N:20]2[CH2:21][CH:16]3[CH:17]([CH2:18][N:14]([S:11]([C:2]4[CH:3]=[CH:4][C:5]5[C:10](=[CH:9][CH:8]=[CH:7][CH:6]=5)[CH:1]=4)(=[O:13])=[O:12])[CH2:15]3)[CH2:19]2)=[N:23][CH:24]=1)=[O:30])[CH3:61])[CH:37]([CH3:36])[CH3:38]. No catalyst specified.